From a dataset of NCI-60 drug combinations with 297,098 pairs across 59 cell lines. Regression. Given two drug SMILES strings and cell line genomic features, predict the synergy score measuring deviation from expected non-interaction effect. Drug 1: CCCS(=O)(=O)NC1=C(C(=C(C=C1)F)C(=O)C2=CNC3=C2C=C(C=N3)C4=CC=C(C=C4)Cl)F. Drug 2: CC12CCC3C(C1CCC2O)C(CC4=C3C=CC(=C4)O)CCCCCCCCCS(=O)CCCC(C(F)(F)F)(F)F. Cell line: NCI-H226. Synergy scores: CSS=5.46, Synergy_ZIP=1.98, Synergy_Bliss=3.32, Synergy_Loewe=2.27, Synergy_HSA=2.29.